From a dataset of Forward reaction prediction with 1.9M reactions from USPTO patents (1976-2016). Predict the product of the given reaction. (1) Given the reactants C(OC([N:8]1[CH2:12][CH2:11][CH:10]([C:13]2[CH:18]=[C:17]([O:19][C:20]3[CH:25]=[CH:24][C:23]([NH:26][C:27](=[O:34])[C:28]4[CH:33]=[CH:32][CH:31]=[CH:30][CH:29]=4)=[CH:22][CH:21]=3)[C:16]([C:35](=[O:37])[NH2:36])=[CH:15][N:14]=2)[CH2:9]1)=O)(C)(C)C.Cl, predict the reaction product. The product is: [C:27]([NH:26][C:23]1[CH:24]=[CH:25][C:20]([O:19][C:17]2[C:16]([C:35]([NH2:36])=[O:37])=[CH:15][N:14]=[C:13]([CH:10]3[CH2:11][CH2:12][NH:8][CH2:9]3)[CH:18]=2)=[CH:21][CH:22]=1)(=[O:34])[C:28]1[CH:29]=[CH:30][CH:31]=[CH:32][CH:33]=1. (2) Given the reactants [C:1]([S:4][CH2:5][CH2:6][CH2:7][C:8]([F:11])([F:10])[F:9])(=O)[CH3:2].BrCC[CH2:15][CH2:16][Cl:17], predict the reaction product. The product is: [F:9][C:8]([F:11])([F:10])[CH2:7][CH2:6][CH2:5][S:4][CH2:1][CH2:2][CH2:15][CH2:16][Cl:17]. (3) Given the reactants O.[OH-].[Li+].[CH3:4][O:5][C:6]1[CH:7]=[C:8]([CH2:14][CH2:15][NH:16][C:17]2[N:22]=[C:21]([C:23]3[CH:24]=[C:25]([CH:31]=[CH:32][CH:33]=3)[C:26]([O:28]CC)=[O:27])[CH:20]=[CH:19][N:18]=2)[CH:9]=[CH:10][C:11]=1[O:12][CH3:13], predict the reaction product. The product is: [CH3:4][O:5][C:6]1[CH:7]=[C:8]([CH2:14][CH2:15][NH:16][C:17]2[N:22]=[C:21]([C:23]3[CH:24]=[C:25]([CH:31]=[CH:32][CH:33]=3)[C:26]([OH:28])=[O:27])[CH:20]=[CH:19][N:18]=2)[CH:9]=[CH:10][C:11]=1[O:12][CH3:13]. (4) Given the reactants C[O:2][C:3]1[C:7]([CH2:8][NH2:9])=[C:6]([CH3:10])[N:5]([CH3:11])[N:4]=1.[ClH:12], predict the reaction product. The product is: [NH2:9][CH2:8][C:7]1[C:3](=[O:2])[NH:4][N:5]([CH3:11])[C:6]=1[CH3:10].[ClH:12].